The task is: Predict the reactants needed to synthesize the given product.. This data is from Full USPTO retrosynthesis dataset with 1.9M reactions from patents (1976-2016). (1) The reactants are: [H-].[Na+].[CH3:3]N(C)C=O.[CH3:8][N:9]1[C:13]([NH:14][C:15](=[O:26])[C:16]2[CH:21]=[CH:20][C:19]([C:22]([F:25])([F:24])[F:23])=[CH:18][CH:17]=2)=[CH:12][CH:11]=[N:10]1.CI. Given the product [CH3:3][N:14]([C:13]1[N:9]([CH3:8])[N:10]=[CH:11][CH:12]=1)[C:15](=[O:26])[C:16]1[CH:17]=[CH:18][C:19]([C:22]([F:23])([F:24])[F:25])=[CH:20][CH:21]=1, predict the reactants needed to synthesize it. (2) Given the product [CH:32]1([C:9]2[C:8]3[C:12](=[CH:13][C:5]([C:3]([OH:4])=[O:2])=[CH:6][CH:7]=3)[N:11]([CH2:14][C:15]([N:17]3[CH2:18][CH2:19][O:20][CH2:21][CH2:22]3)=[O:16])[C:10]=2[C:23]2[CH:24]=[C:25]3[C:26](=[CH:27][CH:28]=2)[N:29]=[C:47]([C:41]2[CH:42]=[CH:43][C:44]([O:45][CH3:46])=[C:39]([F:38])[CH:40]=2)[CH:48]=[CH:30]3)[CH2:37][CH2:36][CH2:35][CH2:34][CH2:33]1, predict the reactants needed to synthesize it. The reactants are: C[O:2][C:3]([C:5]1[CH:13]=[C:12]2[C:8]([C:9]([CH:32]3[CH2:37][CH2:36][CH2:35][CH2:34][CH2:33]3)=[C:10]([C:23]3[CH:28]=[CH:27][C:26]([NH2:29])=[C:25]([CH:30]=O)[CH:24]=3)[N:11]2[CH2:14][C:15]([N:17]2[CH2:22][CH2:21][O:20][CH2:19][CH2:18]2)=[O:16])=[CH:7][CH:6]=1)=[O:4].[F:38][C:39]1[CH:40]=[C:41]([C:47](=O)[CH3:48])[CH:42]=[CH:43][C:44]=1[O:45][CH3:46].